This data is from Reaction yield outcomes from USPTO patents with 853,638 reactions. The task is: Predict the reaction yield, written as a fraction of the theoretical maximum amount of product (1.0 means a 100% yield; for example, 0.34 means a 34% yield). (1) The catalyst is C1C=CC(P(C2C=CC=CC=2)[C-]2C=CC=C2)=CC=1.C1C=CC(P(C2C=CC=CC=2)[C-]2C=CC=C2)=CC=1.Cl[Pd]Cl.[Fe+2].C(Cl)Cl.O. The product is [CH3:32][O:33][C:34]([C:36]1[CH2:37][N:38]([C:50]([O:52][C:53]([CH3:56])([CH3:55])[CH3:54])=[O:51])[CH2:39][CH2:40][C:41]=1[C:21]1[CH:20]=[CH:19][C:16]2[C:17]3[N:11]([CH2:12][CH2:13][O:14][C:15]=2[CH:22]=1)[CH:10]=[C:9]([C:8]1[N:4]([CH:1]([CH3:3])[CH3:2])[N:5]=[CH:6][N:7]=1)[N:18]=3)=[O:35]. The reactants are [CH:1]([N:4]1[C:8]([C:9]2[N:18]=[C:17]3[N:11]([CH2:12][CH2:13][O:14][C:15]4[CH:22]=[C:21](B5OC(C)(C)C(C)(C)O5)[CH:20]=[CH:19][C:16]=43)[CH:10]=2)=[N:7][CH:6]=[N:5]1)([CH3:3])[CH3:2].[CH3:32][O:33][C:34]([CH:36]1[CH:41](OS(C(F)(F)F)(=O)=O)[CH2:40][CH2:39][N:38]([C:50]([O:52][C:53]([CH3:56])([CH3:55])[CH3:54])=[O:51])[CH2:37]1)=[O:35].C([O-])(=O)C.[K+]. The yield is 0.910. (2) The reactants are [F:1][C:2]1[CH:7]=[C:6]([I:8])[CH:5]=[CH:4][C:3]=1[NH:9][C:10]1[C:15]([N+:16]([O-])=O)=[C:14]([F:19])[CH:13]=[C:12]([O:20][CH3:21])[C:11]=1[F:22].[O-]S(S([O-])=O)=O.[Na+].[Na+].O. The catalyst is CCO. The product is [F:19][C:14]1[CH:13]=[C:12]([O:20][CH3:21])[C:11]([F:22])=[C:10]([NH:9][C:3]2[CH:4]=[CH:5][C:6]([I:8])=[CH:7][C:2]=2[F:1])[C:15]=1[NH2:16]. The yield is 0.880. (3) The reactants are [CH2:1]([C:3]1[N:13]([C:14]2[CH:19]=[CH:18][C:17]([CH2:20][CH2:21][NH2:22])=[CH:16][CH:15]=2)[C:6]2=[N:7][C:8]([CH3:12])=[CH:9][C:10]([CH3:11])=[C:5]2[N:4]=1)[CH3:2].C(N(CC)CC)C.Cl[C:31]([O:33][C:34]1[CH:39]=[CH:38][CH:37]=[CH:36][CH:35]=1)=[O:32]. The catalyst is ClCCl. The product is [CH2:1]([C:3]1[N:13]([C:14]2[CH:15]=[CH:16][C:17]([CH2:20][CH2:21][NH:22][C:31](=[O:32])[O:33][C:34]3[CH:39]=[CH:38][CH:37]=[CH:36][CH:35]=3)=[CH:18][CH:19]=2)[C:6]2=[N:7][C:8]([CH3:12])=[CH:9][C:10]([CH3:11])=[C:5]2[N:4]=1)[CH3:2]. The yield is 0.870.